From a dataset of Forward reaction prediction with 1.9M reactions from USPTO patents (1976-2016). Predict the product of the given reaction. (1) Given the reactants [Br:1][C:2]1[CH:3]=[C:4]([CH2:10][OH:11])[CH:5]=[CH:6][C:7]=1[O:8][CH3:9].O[C:13]1[CH:18]=[CH:17][CH:16]=[CH:15][C:14]=1[CH2:19][C:20]([O:22][CH3:23])=[O:21], predict the reaction product. The product is: [Br:1][C:2]1[CH:3]=[C:4]([CH:5]=[CH:6][C:7]=1[O:8][CH3:9])[CH2:10][O:11][C:13]1[CH:18]=[CH:17][CH:16]=[CH:15][C:14]=1[CH2:19][C:20]([O:22][CH3:23])=[O:21]. (2) Given the reactants CCN(C(C)C)C(C)C.[CH3:10][C:11]1[N:12]=[C:13]([CH:22]2[O:27][CH2:26][CH2:25][NH:24][CH2:23]2)[NH:14][C:15]=1[C:16]1[CH:21]=[CH:20][CH:19]=[CH:18][CH:17]=1.[Cl:28][C:29]1[CH:34]=[C:33](Cl)[N:32]=[C:31]([NH2:36])[N:30]=1, predict the reaction product. The product is: [Cl:28][C:29]1[CH:34]=[C:33]([N:24]2[CH2:25][CH2:26][O:27][CH:22]([C:13]3[NH:14][C:15]([C:16]4[CH:17]=[CH:18][CH:19]=[CH:20][CH:21]=4)=[C:11]([CH3:10])[N:12]=3)[CH2:23]2)[N:32]=[C:31]([NH2:36])[N:30]=1. (3) The product is: [N:3]1([CH2:4][CH2:5][NH:6][C:7](=[O:34])/[CH:8]=[CH:9]/[C@@H:10]([NH:18][C:19]([NH:21][C:22]2[CH:27]=[CH:26][C:25]([C:28]3[CH:33]=[CH:32][CH:31]=[CH:30][CH:29]=3)=[CH:24][CH:23]=2)=[O:20])[CH2:11][C:12]2[CH:17]=[CH:16][CH:15]=[CH:14][CH:13]=2)[CH2:1][CH2:2][CH2:36][CH2:35]1. Given the reactants [CH2:1]([N:3]([CH2:35][CH3:36])[CH2:4][CH2:5][NH:6][C:7](=[O:34])/[CH:8]=[CH:9]/[C@@H:10]([NH:18][C:19]([NH:21][C:22]1[CH:27]=[CH:26][C:25]([C:28]2[CH:33]=[CH:32][CH:31]=[CH:30][CH:29]=2)=[CH:24][CH:23]=1)=[O:20])[CH2:11][C:12]1[CH:17]=[CH:16][CH:15]=[CH:14][CH:13]=1)[CH3:2].CNCCN, predict the reaction product. (4) The product is: [CH3:35][O:34][C:26]1[CH:25]=[C:24]([NH:23][C:19]2[N:18]=[C:17]([NH:1][C:2]3[CH:11]=[CH:10][C:5]4[O:6][CH2:7][CH2:8][O:9][C:4]=4[C:3]=3[S:12]([NH2:15])(=[O:14])=[O:13])[CH:22]=[CH:21][N:20]=2)[CH:29]=[C:28]([O:30][CH3:31])[C:27]=1[O:32][CH3:33]. Given the reactants [NH2:1][C:2]1[CH:11]=[CH:10][C:5]2[O:6][CH2:7][CH2:8][O:9][C:4]=2[C:3]=1[S:12]([NH2:15])(=[O:14])=[O:13].Cl[C:17]1[CH:22]=[CH:21][N:20]=[C:19]([NH:23][C:24]2[CH:29]=[C:28]([O:30][CH3:31])[C:27]([O:32][CH3:33])=[C:26]([O:34][CH3:35])[CH:25]=2)[N:18]=1, predict the reaction product.